Dataset: Full USPTO retrosynthesis dataset with 1.9M reactions from patents (1976-2016). Task: Predict the reactants needed to synthesize the given product. (1) Given the product [CH3:10][O:9][C:6]1[CH:7]=[CH:8][C:3]([CH:15]2[C:23]3[C:18](=[CH:19][CH:20]=[CH:21][CH:22]=3)[CH:17]([C:24]3[CH:29]=[CH:28][CH:27]=[CH:26][CH:25]=3)[CH:16]2[C:30]([OH:32])=[O:31])=[CH:4][CH:5]=1, predict the reactants needed to synthesize it. The reactants are: [Mg].Br[C:3]1[CH:8]=[CH:7][C:6]([O:9][CH3:10])=[CH:5][CH:4]=1.[Br-].[Mg+2].[Br-].O=[C:15]1[C:23]2[C:18](=[CH:19][CH:20]=[CH:21][CH:22]=2)[C:17]([C:24]2[CH:29]=[CH:28][CH:27]=[CH:26][CH:25]=2)=[C:16]1[C:30]([O:32]CC)=[O:31]. (2) Given the product [NH2:9][C:3]1[N:4]=[CH:5][N:6]=[C:7]([NH:16][C:12]2[CH:11]=[C:10]([NH:17][C:39](=[O:42])[CH:40]=[CH2:41])[CH:15]=[CH:14][CH:13]=2)[C:2]=1[C:28]1[CH:27]=[N:26][N:25]([CH2:18][C:19]2[CH:24]=[CH:23][CH:22]=[CH:21][CH:20]=2)[CH:29]=1, predict the reactants needed to synthesize it. The reactants are: Cl[C:2]1[C:3]([NH2:9])=[N:4][CH:5]=[N:6][C:7]=1Cl.[C:10]1([NH2:17])[CH:15]=[CH:14][CH:13]=[C:12]([NH2:16])[CH:11]=1.[CH2:18]([N:25]1[CH:29]=[C:28](B2OC(C)(C)C(C)(C)O2)[CH:27]=[N:26]1)[C:19]1[CH:24]=[CH:23][CH:22]=[CH:21][CH:20]=1.[C:39](Cl)(=[O:42])[CH:40]=[CH2:41]. (3) Given the product [CH2:13]([O:15][C:16]1[C:17]([F:27])=[C:18]([C:21]([CH3:3])=[CH:22][C:23]=1[O:24][CH2:25][CH3:26])[C:19]#[N:20])[CH3:14], predict the reactants needed to synthesize it. The reactants are: C[Li].[CH3:3]C1(C)CCCC(C)(C)N1.[CH2:13]([O:15][C:16]1[C:17]([F:27])=[C:18]([CH:21]=[CH:22][C:23]=1[O:24][CH2:25][CH3:26])[C:19]#[N:20])[CH3:14].CI.